Dataset: NCI-60 drug combinations with 297,098 pairs across 59 cell lines. Task: Regression. Given two drug SMILES strings and cell line genomic features, predict the synergy score measuring deviation from expected non-interaction effect. (1) Drug 1: C1CC(C1)(C(=O)O)C(=O)O.[NH2-].[NH2-].[Pt+2]. Drug 2: C(CC(=O)O)C(=O)CN.Cl. Cell line: K-562. Synergy scores: CSS=-4.70, Synergy_ZIP=7.14, Synergy_Bliss=15.3, Synergy_Loewe=-10.2, Synergy_HSA=-4.63. (2) Drug 1: CN(C)N=NC1=C(NC=N1)C(=O)N. Drug 2: CC(C)CN1C=NC2=C1C3=CC=CC=C3N=C2N. Cell line: NCIH23. Synergy scores: CSS=1.70, Synergy_ZIP=-0.391, Synergy_Bliss=0.361, Synergy_Loewe=-0.873, Synergy_HSA=-0.765. (3) Drug 1: C1CCN(CC1)CCOC2=CC=C(C=C2)C(=O)C3=C(SC4=C3C=CC(=C4)O)C5=CC=C(C=C5)O. Drug 2: C1=CC(=CC=C1C#N)C(C2=CC=C(C=C2)C#N)N3C=NC=N3. Cell line: SW-620. Synergy scores: CSS=3.79, Synergy_ZIP=7.01, Synergy_Bliss=9.37, Synergy_Loewe=3.27, Synergy_HSA=2.76. (4) Drug 1: CC1CCCC2(C(O2)CC(NC(=O)CC(C(C(=O)C(C1O)C)(C)C)O)C(=CC3=CSC(=N3)C)C)C. Drug 2: COCCOC1=C(C=C2C(=C1)C(=NC=N2)NC3=CC=CC(=C3)C#C)OCCOC.Cl. Cell line: CCRF-CEM. Synergy scores: CSS=73.9, Synergy_ZIP=20.2, Synergy_Bliss=23.1, Synergy_Loewe=-32.7, Synergy_HSA=7.84. (5) Drug 1: CC1=CC=C(C=C1)C2=CC(=NN2C3=CC=C(C=C3)S(=O)(=O)N)C(F)(F)F. Drug 2: C1=NNC2=C1C(=O)NC=N2. Cell line: MOLT-4. Synergy scores: CSS=-1.85, Synergy_ZIP=6.27, Synergy_Bliss=4.94, Synergy_Loewe=-6.26, Synergy_HSA=-5.29. (6) Drug 1: C1=CC(=CC=C1C#N)C(C2=CC=C(C=C2)C#N)N3C=NC=N3. Drug 2: CC(C)CN1C=NC2=C1C3=CC=CC=C3N=C2N. Cell line: OVCAR3. Synergy scores: CSS=-1.39, Synergy_ZIP=7.83, Synergy_Bliss=9.64, Synergy_Loewe=1.29, Synergy_HSA=2.80. (7) Drug 1: C1=CC(=CC=C1C#N)C(C2=CC=C(C=C2)C#N)N3C=NC=N3. Drug 2: C1=NC(=NC(=O)N1C2C(C(C(O2)CO)O)O)N. Cell line: SK-MEL-5. Synergy scores: CSS=-1.38, Synergy_ZIP=0.205, Synergy_Bliss=1.43, Synergy_Loewe=-10.3, Synergy_HSA=-7.43. (8) Drug 1: CC1=CC2C(CCC3(C2CCC3(C(=O)C)OC(=O)C)C)C4(C1=CC(=O)CC4)C. Drug 2: CCC(=C(C1=CC=CC=C1)C2=CC=C(C=C2)OCCN(C)C)C3=CC=CC=C3.C(C(=O)O)C(CC(=O)O)(C(=O)O)O. Cell line: SK-MEL-2. Synergy scores: CSS=-3.19, Synergy_ZIP=3.04, Synergy_Bliss=2.46, Synergy_Loewe=-0.714, Synergy_HSA=-0.619. (9) Drug 1: C(=O)(N)NO. Drug 2: C1=NC2=C(N=C(N=C2N1C3C(C(C(O3)CO)O)F)Cl)N. Cell line: TK-10. Synergy scores: CSS=9.05, Synergy_ZIP=-2.18, Synergy_Bliss=-0.990, Synergy_Loewe=-9.21, Synergy_HSA=-1.47. (10) Drug 1: CCCCCOC(=O)NC1=NC(=O)N(C=C1F)C2C(C(C(O2)C)O)O. Drug 2: COCCOC1=C(C=C2C(=C1)C(=NC=N2)NC3=CC=CC(=C3)C#C)OCCOC.Cl. Cell line: NCI-H522. Synergy scores: CSS=9.21, Synergy_ZIP=5.33, Synergy_Bliss=6.27, Synergy_Loewe=1.57, Synergy_HSA=4.55.